This data is from Full USPTO retrosynthesis dataset with 1.9M reactions from patents (1976-2016). The task is: Predict the reactants needed to synthesize the given product. (1) The reactants are: [Cl:1][C:2]1[N:9]=[C:8](Cl)[CH:7]=[C:6]([CH3:11])[C:3]=1[C:4]#[N:5].[OH2:12].Cl.[CH3:14]O. Given the product [Cl:1][C:2]1[N:9]=[C:8]([O:12][CH3:14])[CH:7]=[C:6]([CH3:11])[C:3]=1[C:4]#[N:5], predict the reactants needed to synthesize it. (2) Given the product [C:37]([O:36][C:34](=[O:35])[NH:32][CH2:33][CH:28]([O:27][Si:10]([C:23]([CH3:26])([CH3:25])[CH3:24])([C:17]1[CH:18]=[CH:19][CH:20]=[CH:21][CH:22]=1)[C:11]1[CH:16]=[CH:15][CH:14]=[CH:13][CH:12]=1)[CH2:29][CH2:30][C:31]([C:2]1[CH:9]=[CH:8][C:5]([C:6]#[N:7])=[CH:4][CH:3]=1)=[O:41])([CH3:40])([CH3:38])[CH3:39], predict the reactants needed to synthesize it. The reactants are: Br[C:2]1[CH:9]=[CH:8][C:5]([C:6]#[N:7])=[CH:4][CH:3]=1.[Si:10]([O:27][CH:28]1[CH2:33][N:32]([C:34]([O:36][C:37]([CH3:40])([CH3:39])[CH3:38])=[O:35])[C:31](=[O:41])[CH2:30][CH2:29]1)([C:23]([CH3:26])([CH3:25])[CH3:24])([C:17]1[CH:22]=[CH:21][CH:20]=[CH:19][CH:18]=1)[C:11]1[CH:16]=[CH:15][CH:14]=[CH:13][CH:12]=1.